Dataset: Forward reaction prediction with 1.9M reactions from USPTO patents (1976-2016). Task: Predict the product of the given reaction. (1) Given the reactants [Br:1][C:2]1[C:3]([CH:9]=O)=[N:4][CH:5]=[C:6]([Br:8])[CH:7]=1.[CH3:11][C:12]([S@@:15]([NH2:17])=[O:16])([CH3:14])[CH3:13], predict the reaction product. The product is: [Br:1][C:2]1[C:3]([CH:9]=[N:17][S@:15]([C:12]([CH3:14])([CH3:13])[CH3:11])=[O:16])=[N:4][CH:5]=[C:6]([Br:8])[CH:7]=1. (2) Given the reactants [F:1][C:2]1([F:14])[O:6][C:5]2[CH:7]=[CH:8][C:9]([C:11]([OH:13])=O)=[CH:10][C:4]=2[O:3]1.[CH3:15][C:16]1([CH3:24])[O:21][C:20](=[O:22])[CH2:19][C:18](=[O:23])[O:17]1, predict the reaction product. The product is: [F:14][C:2]1([F:1])[O:6][C:5]2[CH:7]=[CH:8][C:9]([C:11]([CH:19]3[C:20](=[O:22])[O:21][C:16]([CH3:24])([CH3:15])[O:17][C:18]3=[O:23])=[O:13])=[CH:10][C:4]=2[O:3]1. (3) Given the reactants [C:1]([Si:5]([CH3:15])([CH3:14])[O:6][C@H:7]([CH:12]=[CH2:13])[CH2:8][CH2:9][C:10]#[CH:11])([CH3:4])([CH3:3])[CH3:2].[Li][CH2:17]CCC.CI, predict the reaction product. The product is: [C:1]([Si:5]([CH3:14])([CH3:15])[O:6][C@H:7]([CH:12]=[CH2:13])[CH2:8][CH2:9][C:10]#[C:11][CH3:17])([CH3:3])([CH3:4])[CH3:2]. (4) Given the reactants [NH2:1][C:2]1[CH:7]=[CH:6][C:5]([F:8])=[CH:4][C:3]=1[CH2:9][OH:10], predict the reaction product. The product is: [NH2:1][C:2]1[CH:7]=[CH:6][C:5]([F:8])=[CH:4][C:3]=1[CH:9]=[O:10]. (5) Given the reactants [CH2:1]([N:8]1[C:16]2[C:11](=[C:12]([O:18]CC3C=CC=CC=3)[CH:13]=[C:14]([F:17])[CH:15]=2)[CH:10]=[C:9]1[C:26]([NH2:28])=[O:27])[C:2]1[CH:7]=[CH:6][CH:5]=[CH:4][CH:3]=1, predict the reaction product. The product is: [CH2:1]([N:8]1[C:16]2[C:11](=[C:12]([OH:18])[CH:13]=[C:14]([F:17])[CH:15]=2)[CH:10]=[C:9]1[C:26]([NH2:28])=[O:27])[C:2]1[CH:3]=[CH:4][CH:5]=[CH:6][CH:7]=1. (6) Given the reactants [F-:1].[K+].CCCCCCCCCC[N+](CCCCCCCCCC)(CCCCCCCCCC)C.CCCCCCCCC[N+](CCCCCCCCC)(CCCCCCCCC)C.CCCCCCCC[N+](CCCCCCCC)(CCCCCCCC)C.[Cl-].[Cl-].[Cl-].[C:93]([C:97]([C:99]([C:105]([F:108])([F:107])[F:106])([C:101]([F:104])([F:103])[F:102])[F:100])=O)([F:96])([F:95])[F:94].S([O:114][CH3:115])(OC)(=O)=O.[OH-].[K+], predict the reaction product. The product is: [C:93]([C:97]([C:99]([C:105]([F:108])([F:107])[F:106])([C:101]([F:104])([F:103])[F:102])[F:100])([O:114][CH3:115])[F:1])([F:96])([F:95])[F:94].[F:94][C:93]([F:96])([F:95])[C:97]([F:1])([O:114][CH3:115])[C:99]([F:100])([C:105]([F:108])([F:107])[F:106])[C:101]([F:104])([F:103])[F:102].